Dataset: CYP2C19 inhibition data for predicting drug metabolism from PubChem BioAssay. Task: Regression/Classification. Given a drug SMILES string, predict its absorption, distribution, metabolism, or excretion properties. Task type varies by dataset: regression for continuous measurements (e.g., permeability, clearance, half-life) or binary classification for categorical outcomes (e.g., BBB penetration, CYP inhibition). Dataset: cyp2c19_veith. The drug is CC1CCCCN1c1cc(C#N)c(C#N)cc1[N+](=O)[O-]. The result is 1 (inhibitor).